From a dataset of Peptide-MHC class II binding affinity with 134,281 pairs from IEDB. Regression. Given a peptide amino acid sequence and an MHC pseudo amino acid sequence, predict their binding affinity value. This is MHC class II binding data. The peptide sequence is GNQNFLTVFDSTSCN. The MHC is DRB3_0101 with pseudo-sequence DRB3_0101. The binding affinity (normalized) is 0.100.